Task: Predict the product of the given reaction.. Dataset: Forward reaction prediction with 1.9M reactions from USPTO patents (1976-2016) (1) Given the reactants CC1(C)C(C)(C)OB([C:9]2[CH:15]=[CH:14][C:12]([NH2:13])=[CH:11][CH:10]=2)O1.C(=O)([O-])[O-].[K+].[K+].Br[C:24]1[C:25]([NH2:46])=[N:26][CH:27]=[C:28]([C:30]2[CH:35]=[CH:34][C:33]([O:36][CH2:37][CH2:38][N:39]3[CH2:43][CH2:42][CH2:41][CH2:40]3)=[C:32]([O:44][CH3:45])[CH:31]=2)[CH:29]=1, predict the reaction product. The product is: [NH2:13][C:12]1[CH:11]=[CH:10][C:9]([C:24]2[C:25]([NH2:46])=[N:26][CH:27]=[C:28]([C:30]3[CH:35]=[CH:34][C:33]([O:36][CH2:37][CH2:38][N:39]4[CH2:43][CH2:42][CH2:41][CH2:40]4)=[C:32]([O:44][CH3:45])[CH:31]=3)[CH:29]=2)=[CH:15][CH:14]=1. (2) Given the reactants CO/[CH:3]=[C:4]1/[C:5](=[O:15])[NH:6][C:7](=[O:14])[C:8]2[C:13]/1=[CH:12][CH:11]=[CH:10][CH:9]=2.[N:16]1([CH2:22][C:23]2[CH:28]=[CH:27][C:26]([NH2:29])=[CH:25][CH:24]=2)[CH2:21][CH2:20][O:19][CH2:18][CH2:17]1, predict the reaction product. The product is: [N:16]1([CH2:22][C:23]2[CH:28]=[CH:27][C:26]([NH:29]/[CH:3]=[C:4]3\[C:5](=[O:15])[NH:6][C:7](=[O:14])[C:8]4[C:13]\3=[CH:12][CH:11]=[CH:10][CH:9]=4)=[CH:25][CH:24]=2)[CH2:21][CH2:20][O:19][CH2:18][CH2:17]1. (3) Given the reactants [Br:1][C:2]1[N:7]=[C:6]2[NH:8][CH:9]=[CH:10][C:5]2=[CH:4][CH:3]=1.[Si:11](OS(C(F)(F)F)(=O)=O)([CH:18]([CH3:20])[CH3:19])([CH:15]([CH3:17])[CH3:16])[CH:12]([CH3:14])[CH3:13].CCN(C(C)C)C(C)C.O1CCOCC1, predict the reaction product. The product is: [Br:1][C:2]1[N:7]=[C:6]2[N:8]([Si:11]([CH:18]([CH3:20])[CH3:19])([CH:15]([CH3:17])[CH3:16])[CH:12]([CH3:14])[CH3:13])[CH:9]=[CH:10][C:5]2=[CH:4][CH:3]=1. (4) Given the reactants [NH2:1][C:2]1[C:6]2=[N:7][CH:8]=[CH:9][CH:10]=[C:5]2[C:4]([C:21]2[CH:26]=[CH:25][C:24]([OH:27])=[C:23](Br)[CH:22]=2)([C:11]2[CH:16]=[CH:15][N:14]=[C:13]([C:17]([F:20])([F:19])[F:18])[CH:12]=2)[N:3]=1.[F:29][C:30]1[CH:35]=[CH:34][C:33]([O:36][CH3:37])=[CH:32][C:31]=1B(O)O, predict the reaction product. The product is: [NH2:1][C:2]1[C:6]2=[N:7][CH:8]=[CH:9][CH:10]=[C:5]2[C:4]([C:21]2[CH:22]=[C:23]([C:31]3[CH:32]=[C:33]([O:36][CH3:37])[CH:34]=[CH:35][C:30]=3[F:29])[C:24]([OH:27])=[CH:25][CH:26]=2)([C:11]2[CH:16]=[CH:15][N:14]=[C:13]([C:17]([F:20])([F:19])[F:18])[CH:12]=2)[N:3]=1.